Dataset: Reaction yield outcomes from USPTO patents with 853,638 reactions. Task: Predict the reaction yield, written as a fraction of the theoretical maximum amount of product (1.0 means a 100% yield; for example, 0.34 means a 34% yield). The reactants are [CH3:1][C@@:2]([C:11]([OH:13])=O)([CH2:4][C:5]1[CH:10]=[CH:9][CH:8]=[CH:7][CH:6]=1)[NH2:3].Cl.[O-:15][C:16]#[N:17].[K+]. The catalyst is O. The product is [CH2:4]([C@:2]1([CH3:1])[NH:3][C:16](=[O:15])[NH:17][C:11]1=[O:13])[C:5]1[CH:10]=[CH:9][CH:8]=[CH:7][CH:6]=1. The yield is 0.500.